Dataset: Full USPTO retrosynthesis dataset with 1.9M reactions from patents (1976-2016). Task: Predict the reactants needed to synthesize the given product. (1) Given the product [CH2:1]([O:3][C:4](=[O:38])[CH2:5][CH2:6][CH2:7][O:8][C:9]1[CH:14]=[CH:13][CH:12]=[C:11]([CH2:15][CH2:16][CH2:17][CH2:18][CH2:19][CH2:20][O:21][C:22]2[CH:27]=[C:26]([CH2:28][O:29][S:40]([CH3:39])(=[O:42])=[O:41])[CH:25]=[C:24]([Br:30])[CH:23]=2)[C:10]=1[CH2:31][CH2:32][C:33]([O:35][CH2:36][CH3:37])=[O:34])[CH3:2], predict the reactants needed to synthesize it. The reactants are: [CH2:1]([O:3][C:4](=[O:38])[CH2:5][CH2:6][CH2:7][O:8][C:9]1[CH:14]=[CH:13][CH:12]=[C:11]([CH2:15][CH2:16][CH2:17][CH2:18][CH2:19][CH2:20][O:21][C:22]2[CH:27]=[C:26]([CH2:28][OH:29])[CH:25]=[C:24]([Br:30])[CH:23]=2)[C:10]=1[CH2:31][CH2:32][C:33]([O:35][CH2:36][CH3:37])=[O:34])[CH3:2].[CH3:39][S:40](Cl)(=[O:42])=[O:41].CO.CCOC(C)=O. (2) Given the product [CH:3]1([C@H:9]([NH:14][C:15]([C:17]2[CH:22]=[CH:21][C:20]([C:23]3[CH:24]=[C:25]([F:30])[CH:26]=[C:27]([F:29])[CH:28]=3)=[CH:19][C:18]=2[NH:31][C:32]([NH:34][C:35]2[C:36]([CH3:43])=[CH:37][C:38]([CH3:42])=[CH:39][C:40]=2[CH3:41])=[O:33])=[O:16])[C:10]([OH:12])=[O:11])[CH2:4][CH2:5][CH2:6][CH2:7][CH2:8]1, predict the reactants needed to synthesize it. The reactants are: [OH-].[Li+].[CH:3]1([C@H:9]([NH:14][C:15]([C:17]2[CH:22]=[CH:21][C:20]([C:23]3[CH:28]=[C:27]([F:29])[CH:26]=[C:25]([F:30])[CH:24]=3)=[CH:19][C:18]=2[NH:31][C:32]([NH:34][C:35]2[C:40]([CH3:41])=[CH:39][C:38]([CH3:42])=[CH:37][C:36]=2[CH3:43])=[O:33])=[O:16])[C:10]([O:12]C)=[O:11])[CH2:8][CH2:7][CH2:6][CH2:5][CH2:4]1.CO.O. (3) The reactants are: [C:1]([O:5][C:6](=[O:39])[NH:7][C:8]1[CH:13]=[C:12]([CH2:14][C:15]([C:17]2[CH:22]=[CH:21][CH:20]=[C:19]([N:23]([S:27]([C:30]3[CH:35]=[C:34]([F:36])[CH:33]=[CH:32][C:31]=3[F:37])(=[O:29])=[O:28])[CH2:24][O:25][CH3:26])[C:18]=2[F:38])=O)[CH:11]=[CH:10][N:9]=1)([CH3:4])([CH3:3])[CH3:2].C1C=C[NH+]=CC=1.Br[Br-]Br.[CH:49]1([N:52]2[CH2:57][CH2:56][CH:55]([C:58](=[S:60])[NH2:59])[CH2:54][CH2:53]2)[CH2:51][CH2:50]1. Given the product [CH:49]1([N:52]2[CH2:57][CH2:56][CH:55]([C:58]3[S:60][C:14]([C:12]4[CH:11]=[CH:10][N:9]=[C:8]([NH:7][C:6](=[O:39])[O:5][C:1]([CH3:2])([CH3:4])[CH3:3])[CH:13]=4)=[C:15]([C:17]4[CH:22]=[CH:21][CH:20]=[C:19]([N:23]([S:27]([C:30]5[CH:35]=[C:34]([F:36])[CH:33]=[CH:32][C:31]=5[F:37])(=[O:29])=[O:28])[CH2:24][O:25][CH3:26])[C:18]=4[F:38])[N:59]=3)[CH2:54][CH2:53]2)[CH2:50][CH2:51]1, predict the reactants needed to synthesize it. (4) Given the product [NH2:12][C:3]1[C:2]([I:1])=[C:10]([CH3:11])[CH:9]=[CH:8][C:4]=1[C:5]([OH:7])=[O:6], predict the reactants needed to synthesize it. The reactants are: [I:1][C:2]1[C:3]([N+:12]([O-])=O)=[C:4]([CH:8]=[CH:9][C:10]=1[CH3:11])[C:5]([OH:7])=[O:6].C(O)C.C(O)(=O)C. (5) The reactants are: [C:1]1([C@H:7]([NH2:9])[CH3:8])[CH:6]=[CH:5][CH:4]=[CH:3][CH:2]=1.[C:10]1(/[CH:20]=[CH:21]/[CH:22]=O)[C:19]2[C:14](=[CH:15][CH:16]=[CH:17][CH:18]=2)[CH:13]=[CH:12][CH:11]=1.[BH4-].[Na+]. Given the product [C:10]1(/[CH:20]=[CH:21]/[CH2:22][NH:9][C@@H:7]([C:1]2[CH:6]=[CH:5][CH:4]=[CH:3][CH:2]=2)[CH3:8])[C:19]2[C:14](=[CH:15][CH:16]=[CH:17][CH:18]=2)[CH:13]=[CH:12][CH:11]=1, predict the reactants needed to synthesize it. (6) Given the product [CH2:14]([C:11]1[CH:12]=[CH:13][C:8]([C:6]2[CH:7]=[C:2]([NH:65][C:64](=[O:68])[O:66][CH3:67])[CH:3]=[N:4][CH:5]=2)=[CH:9][CH:10]=1)[CH3:15], predict the reactants needed to synthesize it. The reactants are: Br[C:2]1[CH:3]=[N:4][CH:5]=[C:6]([C:8]2[CH:13]=[CH:12][C:11]([CH2:14][CH3:15])=[CH:10][CH:9]=2)[CH:7]=1.CC1(C)C2C(=C(P(C3C=CC=CC=3)C3C=CC=CC=3)C=CC=2)OC2C(P(C3C=CC=CC=3)C3C=CC=CC=3)=CC=CC1=2.C(=O)([O-])[O-].[Cs+].[Cs+].[C:64](=[O:68])([O:66][CH3:67])[NH2:65].